From a dataset of Full USPTO retrosynthesis dataset with 1.9M reactions from patents (1976-2016). Predict the reactants needed to synthesize the given product. (1) Given the product [NH2:14][C:12]1[N:13]=[C:8]([CH2:7][N:1]2[CH2:6][CH2:5][N:4]([C:15]([O:16][C:17]([CH3:20])([CH3:19])[CH3:18])=[O:21])[CH2:3][CH2:2]2)[CH:9]=[CH:10][CH:11]=1, predict the reactants needed to synthesize it. The reactants are: [N:1]1([CH2:7][C:8]2[N:13]=[C:12]([NH2:14])[CH:11]=[CH:10][CH:9]=2)[CH2:6][CH2:5][NH:4][CH2:3][CH2:2]1.[C:15](=O)([O:21]C(C)(C)C)[O:16][C:17]([CH3:20])([CH3:19])[CH3:18]. (2) Given the product [NH2:25][C:5]1[S:4][C@:3]2([C:1]#[N:2])[C@H:8]([C@:7]([C:11]3[CH:16]=[C:15]([NH2:17])[CH:14]=[CH:13][C:12]=3[F:24])([CH3:10])[N:6]=1)[CH2:9]2, predict the reactants needed to synthesize it. The reactants are: [C:1]([C@:3]12[CH2:9][C@H:8]1[C@:7]([C:11]1[CH:16]=[C:15]([NH:17]C(=O)C(F)(F)F)[CH:14]=[CH:13][C:12]=1[F:24])([CH3:10])[N:6]=[C:5]([NH:25]C(=O)C(F)(F)F)[S:4]2)#[N:2]. (3) Given the product [CH:33]1([CH2:36][NH:37][C:3]([C:4]2[CH:10]=[C:11]([C:13]3[CH:18]=[C:17]([O:19][CH3:20])[CH:16]=[CH:15][C:14]=3[O:21][CH3:22])[N:29]([CH2:28][CH2:27][C:26]3[CH:30]=[CH:31][CH:32]=[C:24]([F:23])[CH:25]=3)[C:5]=2[CH3:6])=[O:2])[CH2:35][CH2:34]1, predict the reactants needed to synthesize it. The reactants are: C[O:2][C:3](=O)[CH2:4][C:5](=O)[CH3:6].Br[CH2:10][C:11]([C:13]1[CH:18]=[C:17]([O:19][CH3:20])[CH:16]=[CH:15][C:14]=1[O:21][CH3:22])=O.[F:23][C:24]1[CH:25]=[C:26]([CH:30]=[CH:31][CH:32]=1)[CH2:27][CH2:28][NH2:29].[CH:33]1([CH2:36][NH2:37])[CH2:35][CH2:34]1. (4) Given the product [Cl:1][C:2]1[CH:7]=[CH:6][N:5]=[C:4]2[N:8]([C:11]([O:13][C:14]([CH3:17])([CH3:16])[CH3:15])=[O:12])[CH:9]=[CH:10][C:3]=12, predict the reactants needed to synthesize it. The reactants are: [Cl:1][C:2]1[CH:7]=[CH:6][N:5]=[C:4]2[NH:8][CH:9]=[CH:10][C:3]=12.[C:11](O[C:11]([O:13][C:14]([CH3:17])([CH3:16])[CH3:15])=[O:12])([O:13][C:14]([CH3:17])([CH3:16])[CH3:15])=[O:12]. (5) Given the product [CH3:1][C:2]1[O:6][C:5]([C:7]2[CH:8]=[CH:9][CH:10]=[CH:11][CH:12]=2)=[N:4][C:3]=1[CH2:13][O:14][C:15]1[CH:16]=[CH:17][C:18]([CH2:19][C:20]2[O:21][C:22]([CH2:31][CH2:32][C:33]([OH:35])=[O:34])=[C:23]([C:25]3[CH:26]=[CH:27][CH:28]=[CH:29][CH:30]=3)[N:24]=2)=[CH:37][CH:38]=1, predict the reactants needed to synthesize it. The reactants are: [CH3:1][C:2]1[O:6][C:5]([C:7]2[CH:12]=[CH:11][CH:10]=[CH:9][CH:8]=2)=[N:4][C:3]=1[CH2:13][O:14][C:15]1[CH:38]=[CH:37][C:18]([CH2:19][C:20]2[O:21][C:22]([CH2:31][CH2:32][C:33]([O:35]C)=[O:34])=[C:23]([C:25]3[CH:30]=[CH:29][CH:28]=[CH:27][CH:26]=3)[N:24]=2)=[CH:17][CH:16]=1.O.[OH-].[Li+].O1CCCC1.Cl. (6) Given the product [Br:1][C:2]1[CH:8]=[CH:7][CH:6]=[CH:5][C:3]=1[NH:4][S:21]([CH2:9][CH2:10][CH2:11][CH2:12][CH2:13][CH2:14][CH2:15][CH2:16][CH2:17][CH2:18][CH2:19][CH3:20])(=[O:23])=[O:22], predict the reactants needed to synthesize it. The reactants are: [Br:1][C:2]1[CH:8]=[CH:7][CH:6]=[CH:5][C:3]=1[NH2:4].[CH2:9]([S:21](Cl)(=[O:23])=[O:22])[CH2:10][CH2:11][CH2:12][CH2:13][CH2:14][CH2:15][CH2:16][CH2:17][CH2:18][CH2:19][CH3:20]. (7) Given the product [C:20]([O:19][C:17](=[O:18])[CH2:16][N:11]1[C:10]2[CH:9]=[CH:8][CH:7]=[C:6]([N+:3]([O-:5])=[O:4])[C:14]=2[N:13]([CH2:25][CH2:26][CH2:27][C:28]([O:30][CH3:31])=[O:29])[C:12]1=[O:15])([CH3:23])([CH3:22])[CH3:21], predict the reactants needed to synthesize it. The reactants are: [H-].[Na+].[N+:3]([C:6]1[C:14]2[NH:13][C:12](=[O:15])[N:11]([CH2:16][C:17]([O:19][C:20]([CH3:23])([CH3:22])[CH3:21])=[O:18])[C:10]=2[CH:9]=[CH:8][CH:7]=1)([O-:5])=[O:4].Br[CH2:25][CH2:26][CH2:27][C:28]([O:30][CH3:31])=[O:29]. (8) Given the product [Cl:1][C:2]1[CH:8]=[CH:7][C:5]([NH:6][C:18](=[O:19])[CH2:17][CH2:16][CH2:15][N:14]2[CH2:13][CH2:12][N:11]3[CH2:21][CH2:22][CH2:23][CH2:24][CH:10]3[CH2:9]2)=[CH:4][CH:3]=1, predict the reactants needed to synthesize it. The reactants are: [Cl:1][C:2]1[CH:8]=[CH:7][C:5]([NH2:6])=[CH:4][CH:3]=1.[CH2:9]1[N:14]([CH2:15][CH2:16][CH2:17][C:18](O)=[O:19])[CH2:13][CH2:12][N:11]2[CH2:21][CH2:22][CH2:23][CH2:24][CH:10]12.